Dataset: Full USPTO retrosynthesis dataset with 1.9M reactions from patents (1976-2016). Task: Predict the reactants needed to synthesize the given product. (1) Given the product [Br:20][CH2:31][CH2:30][CH2:29][C:26]1[CH:27]=[CH:28][C:23]([Cl:22])=[CH:24][CH:25]=1, predict the reactants needed to synthesize it. The reactants are: C1(P(C2C=CC=CC=2)C2C=CC=CC=2)C=CC=CC=1.[Br:20]Br.[Cl:22][C:23]1[CH:28]=[CH:27][C:26]([CH2:29][CH2:30][CH2:31]O)=[CH:25][CH:24]=1. (2) Given the product [Br:37][CH2:13][C:10]1[N:11]=[CH:12][C:7]2[CH2:6][N:5]([S:2]([CH3:1])(=[O:4])=[O:3])[CH2:16][CH2:15][C:8]=2[N:9]=1, predict the reactants needed to synthesize it. The reactants are: [CH3:1][S:2]([N:5]1[CH2:16][CH2:15][C:8]2[N:9]=[C:10]([CH2:13]O)[N:11]=[CH:12][C:7]=2[CH2:6]1)(=[O:4])=[O:3].C1(P(C2C=CC=CC=2)C2C=CC=CC=2)C=CC=CC=1.C(Br)(Br)(Br)[Br:37]. (3) Given the product [F:21][C@@H:19]1[CH2:20][N:16]([C:14](=[O:15])[CH2:13][NH:12][C:7]23[CH2:6][CH2:5][C:4]([C:1]([NH:51][C:50]4[CH:52]=[CH:53][C:47]([F:46])=[CH:48][CH:49]=4)=[O:2])([CH2:9][CH2:8]2)[CH2:11][CH2:10]3)[C@H:17]([C:22]#[N:23])[CH2:18]1, predict the reactants needed to synthesize it. The reactants are: [C:1]([C:4]12[CH2:11][CH2:10][C:7]([NH:12][CH2:13][C:14]([N:16]3[CH2:20][C@@H:19]([F:21])[CH2:18][C@H:17]3[C:22]#[N:23])=[O:15])([CH2:8][CH2:9]1)[CH2:6][CH2:5]2)(O)=[O:2].ON1C2C=CC=CC=2N=N1.Cl.CN(C)CCCN=C=NCC.[F:46][C:47]1[CH:53]=[CH:52][C:50]([NH2:51])=[CH:49][CH:48]=1. (4) Given the product [CH:22]([C:11]1[C:6]([NH:5][C:3](=[O:4])[C:2]([CH3:19])([CH3:18])[CH3:1])=[N:7][CH:8]=[C:9]([C:12]2[CH:17]=[CH:16][CH:15]=[CH:14][CH:13]=2)[CH:10]=1)=[O:23], predict the reactants needed to synthesize it. The reactants are: [CH3:1][C:2]([CH3:19])([CH3:18])[C:3]([NH:5][C:6]1[CH:11]=[CH:10][C:9]([C:12]2[CH:17]=[CH:16][CH:15]=[CH:14][CH:13]=2)=[CH:8][N:7]=1)=[O:4].CN(C)[CH:22]=[O:23]. (5) Given the product [C:12]([NH:1][C:2]1[C:11]([N+:23]([O-:25])=[O:24])=[CH:10][CH:9]=[CH:8][C:3]=1[C:4]([O:6][CH3:7])=[O:5])(=[O:17])[CH2:13][CH2:14][CH3:15], predict the reactants needed to synthesize it. The reactants are: [NH2:1][C:2]1[CH:11]=[CH:10][CH:9]=[CH:8][C:3]=1[C:4]([O:6][CH3:7])=[O:5].[C:12]([O:17]C(=O)CCC)(=O)[CH2:13][CH2:14][CH3:15].[N+:23]([O-])([OH:25])=[O:24].[OH-].[Na+]. (6) Given the product [Cl:1][C:2]1[CH:7]=[CH:6][CH:5]=[C:4]([F:8])[C:3]=1[C:9]1[N:10]=[C:11]2[CH:16]=[CH:15][CH:14]=[C:13]([O:17][CH3:18])[N:12]2[C:19]=1[NH:20][C:22]([NH:21][C:24]1[CH:33]=[CH:32][C:27]2[O:28][CH2:29][CH2:30][O:31][C:26]=2[CH:25]=1)=[O:23], predict the reactants needed to synthesize it. The reactants are: [Cl:1][C:2]1[CH:7]=[CH:6][CH:5]=[C:4]([F:8])[C:3]=1[C:9]1[N:10]=[C:11]2[CH:16]=[CH:15][CH:14]=[C:13]([O:17][CH3:18])[N:12]2[C:19]=1[NH2:20].[N:21]([C:24]1[CH:33]=[CH:32][C:27]2[O:28][CH2:29][CH2:30][O:31][C:26]=2[CH:25]=1)=[C:22]=[O:23]. (7) Given the product [Cl:1][C:2]1[CH:7]=[C:6]([Cl:8])[CH:5]=[CH:4][C:3]=1[NH:9][C:10]([N:12]1[CH2:13][CH2:14][CH:15]([NH:18][S:20]([C:23]2[CH:24]=[C:25]([CH:29]=[CH:30][CH:31]=2)[C:26]([OH:28])=[O:27])(=[O:22])=[O:21])[CH2:16][CH2:17]1)=[O:11], predict the reactants needed to synthesize it. The reactants are: [Cl:1][C:2]1[CH:7]=[C:6]([Cl:8])[CH:5]=[CH:4][C:3]=1[NH:9][C:10]([N:12]1[CH2:17][CH2:16][CH:15]([NH2:18])[CH2:14][CH2:13]1)=[O:11].Cl[S:20]([C:23]1[CH:24]=[C:25]([CH:29]=[CH:30][CH:31]=1)[C:26]([OH:28])=[O:27])(=[O:22])=[O:21]. (8) Given the product [CH3:1][O:2][C:3]1[CH:4]=[C:5]2[C:9](=[CH:10][CH:11]=1)[NH:8][C:7](=[O:12])[C:6]2=[N:16][NH:15][C:17]1[CH:22]=[CH:21][C:20]([S:23]([NH2:26])(=[O:24])=[O:25])=[CH:19][CH:18]=1, predict the reactants needed to synthesize it. The reactants are: [CH3:1][O:2][C:3]1[CH:4]=[C:5]2[C:9](=[CH:10][CH:11]=1)[NH:8][C:7](=[O:12])[C:6]2=O.Cl.[NH:15]([C:17]1[CH:22]=[CH:21][C:20]([S:23]([NH2:26])(=[O:25])=[O:24])=[CH:19][CH:18]=1)[NH2:16]. (9) Given the product [CH3:1][O:2][C:3]1[CH:4]=[CH:5][C:6](/[CH:9]=[CH:10]/[CH2:11][C:20]2[CH:21]=[CH:22][CH:23]=[CH:24][C:19]=2[CH3:28])=[CH:7][CH:8]=1, predict the reactants needed to synthesize it. The reactants are: [CH3:1][O:2][C:3]1[CH:8]=[CH:7][C:6](/[CH:9]=[CH:10]/[CH2:11]OC2C=CC=CC=2)=[CH:5][CH:4]=1.[C:19]1([CH3:28])[CH:24]=[CH:23][CH:22]=[CH:21][C:20]=1B(O)O.